Dataset: Forward reaction prediction with 1.9M reactions from USPTO patents (1976-2016). Task: Predict the product of the given reaction. (1) The product is: [C:30]([C:34]1[CH:35]=[C:36]([CH:40]=[C:41]([N:43]2[CH2:48][CH2:47][N:46]([CH3:49])[CH2:45][CH2:44]2)[CH:42]=1)[C:37]([NH:6][C:5]1[CH:7]=[CH:8][C:2]([CH3:1])=[C:3]([N:9]2[C:16]3[N:12]([N:13]=[C:14]([C:17]4[CH:18]=[N:19][CH:20]=[CH:21][CH:22]=4)[CH:15]=3)[CH:11]=[CH:10]2)[CH:4]=1)=[O:38])([CH3:33])([CH3:31])[CH3:32]. Given the reactants [CH3:1][C:2]1[CH:8]=[CH:7][C:5]([NH2:6])=[CH:4][C:3]=1[N:9]1[C:16]2[N:12]([N:13]=[C:14]([C:17]3[CH:18]=[N:19][CH:20]=[CH:21][CH:22]=3)[CH:15]=2)[CH:11]=[CH:10]1.FC(F)(F)C(O)=O.[C:30]([C:34]1[CH:35]=[C:36]([CH:40]=[C:41]([N:43]2[CH2:48][CH2:47][N:46]([CH3:49])[CH2:45][CH2:44]2)[CH:42]=1)[C:37](O)=[O:38])([CH3:33])([CH3:32])[CH3:31], predict the reaction product. (2) Given the reactants [O:1]=[C:2]1[CH2:6][CH2:5][CH2:4][N:3]1[C:7]12[CH2:16][CH:11]3[CH2:12][CH:13]([CH2:15][C:9]([C:17](OC)=[O:18])([CH2:10]3)[CH2:8]1)[CH2:14]2.O1CCCC1.[BH4-].[Li+], predict the reaction product. The product is: [OH:18][CH2:17][C:9]12[CH2:10][CH:11]3[CH2:12][CH:13]([CH2:14][C:7]([N:3]4[CH2:4][CH2:5][CH2:6][C:2]4=[O:1])([CH2:16]3)[CH2:8]1)[CH2:15]2. (3) Given the reactants [CH2:1]([O:5][CH2:6][CH2:7][O:8][C:9]1[CH:14]=[CH:13][C:12]([C:15]2[CH:16]=[CH:17][C:18]3[N:25]([CH2:26][CH:27]([CH3:29])[CH3:28])[CH2:24][CH2:23][CH2:22][C:21]([C:30](O)=[O:31])=[CH:20][C:19]=3[CH:33]=2)=[CH:11][CH:10]=1)[CH2:2][CH2:3][CH3:4].CN(C=O)C.S(Cl)(Cl)=O.[NH2:43][C:44]1[CH:49]=[CH:48][C:47]([S:50][CH2:51][C:52]2[N:53]([CH2:57][CH2:58][CH2:59][C:60]([O:62][CH2:63][CH3:64])=[O:61])[CH:54]=[CH:55][N:56]=2)=[CH:46][CH:45]=1, predict the reaction product. The product is: [CH2:1]([O:5][CH2:6][CH2:7][O:8][C:9]1[CH:10]=[CH:11][C:12]([C:15]2[CH:16]=[CH:17][C:18]3[N:25]([CH2:26][CH:27]([CH3:28])[CH3:29])[CH2:24][CH2:23][CH2:22][C:21]([C:30]([NH:43][C:44]4[CH:49]=[CH:48][C:47]([S:50][CH2:51][C:52]5[N:53]([CH2:57][CH2:58][CH2:59][C:60]([O:62][CH2:63][CH3:64])=[O:61])[CH:54]=[CH:55][N:56]=5)=[CH:46][CH:45]=4)=[O:31])=[CH:20][C:19]=3[CH:33]=2)=[CH:13][CH:14]=1)[CH2:2][CH2:3][CH3:4]. (4) Given the reactants [CH3:1][O:2][C:3]1[CH:8]=[CH:7][C:6]([C:9]2[CH:10]=[N:11][CH:12]=[C:13]3[C:18]=2[N:17]=[C:16]([C:19]([OH:21])=O)[CH:15]=[CH:14]3)=[CH:5][CH:4]=1.C(N(CC)C(C)C)(C)C.F[P-](F)(F)(F)(F)F.N1(OC(N(C)C)=[N+](C)C)C2N=CC=CC=2N=N1.[N:55]1[CH:60]=[CH:59][CH:58]=[C:57]([CH2:61][NH2:62])[CH:56]=1, predict the reaction product. The product is: [CH3:1][O:2][C:3]1[CH:8]=[CH:7][C:6]([C:9]2[CH:10]=[N:11][CH:12]=[C:13]3[C:18]=2[N:17]=[C:16]([C:19]([NH:62][CH2:61][C:57]2[CH:56]=[N:55][CH:60]=[CH:59][CH:58]=2)=[O:21])[CH:15]=[CH:14]3)=[CH:5][CH:4]=1.